Dataset: Peptide-MHC class I binding affinity with 185,985 pairs from IEDB/IMGT. Task: Regression. Given a peptide amino acid sequence and an MHC pseudo amino acid sequence, predict their binding affinity value. This is MHC class I binding data. The peptide sequence is TTGRTSLPK. The MHC is HLA-A33:01 with pseudo-sequence HLA-A33:01. The binding affinity (normalized) is 0.114.